From a dataset of Forward reaction prediction with 1.9M reactions from USPTO patents (1976-2016). Predict the product of the given reaction. (1) Given the reactants [CH3:1][C:2]1[N:3]([C:8]2[CH:12]=[CH:11][N:10]([C:13]3[CH:18]=[CH:17][CH:16]=[CH:15][CH:14]=3)[N:9]=2)[C:4]([CH3:7])=[CH:5][CH:6]=1.C([Li])CCC.[I:24]I.S([O-])(O)=O.[Na+], predict the reaction product. The product is: [CH3:7][C:4]1[N:3]([C:8]2[CH:12]=[C:11]([I:24])[N:10]([C:13]3[CH:18]=[CH:17][CH:16]=[CH:15][CH:14]=3)[N:9]=2)[C:2]([CH3:1])=[CH:6][CH:5]=1. (2) Given the reactants CC(C)([O-])C.[K+].[F:7]/[C:8](/[C:21]1[CH:25]=[C:24]([CH3:26])[NH:23][N:22]=1)=[CH:9]\[C:10]1[CH:15]=[CH:14][C:13]([O:16][C:17]([F:20])([F:19])[F:18])=[CH:12][CH:11]=1.Br[CH2:28][C:29]1[CH:30]=[C:31]([CH:36]=[CH:37][CH:38]=1)[C:32]([O:34][CH3:35])=[O:33], predict the reaction product. The product is: [F:7]/[C:8](/[C:21]1[CH:25]=[C:24]([CH3:26])[N:23]([CH2:28][C:29]2[CH:30]=[C:31]([CH:36]=[CH:37][CH:38]=2)[C:32]([O:34][CH3:35])=[O:33])[N:22]=1)=[CH:9]\[C:10]1[CH:11]=[CH:12][C:13]([O:16][C:17]([F:20])([F:19])[F:18])=[CH:14][CH:15]=1. (3) Given the reactants [Br:1][C:2]1[N:7]([CH3:8])[C:6](=[O:9])[NH:5][C:4](=[O:10])[C:3]=1[CH3:11].[C:12](O[C:12]([O:14][C:15]([CH3:18])([CH3:17])[CH3:16])=[O:13])([O:14][C:15]([CH3:18])([CH3:17])[CH3:16])=[O:13].C(N(CC)CC)C, predict the reaction product. The product is: [Br:1][C:2]1[N:7]([CH3:8])[C:6](=[O:9])[N:5]([C:12]([O:14][C:15]([CH3:18])([CH3:17])[CH3:16])=[O:13])[C:4](=[O:10])[C:3]=1[CH3:11]. (4) The product is: [CH2:21]([O:20][C:18](=[O:19])[CH:17]([CH2:12][C:11]1[C:5]2[C:6](=[CH:7][CH:8]=[C:3]([CH2:2][CH3:1])[CH:4]=2)[NH:9][CH:10]=1)[C:16]([O:24][CH2:25][CH3:26])=[O:23])[CH3:22]. Given the reactants [CH3:1][CH2:2][C:3]1[CH:8]=[CH:7][C:6]2[NH:9][CH:10]=[C:11]([CH2:12]N(C)C)[C:5]=2[CH:4]=1.[C:16]([O:24][CH2:25][CH3:26])(=[O:23])[CH2:17][C:18]([O:20][CH2:21][CH3:22])=[O:19].[Na].Cl, predict the reaction product. (5) Given the reactants [CH3:1][C:2]([C:14]1[N:15]=[C:16]([C:20]2[CH:25]=[CH:24][N:23]=[C:22]3[NH:26][N:27]=[CH:28][C:21]=23)[S:17][C:18]=1[CH3:19])([CH3:13])[CH2:3][NH:4]C(=O)C1C=CC=CC=1.[OH-].[Na+], predict the reaction product. The product is: [CH3:13][C:2]([C:14]1[N:15]=[C:16]([C:20]2[CH:25]=[CH:24][N:23]=[C:22]3[NH:26][N:27]=[CH:28][C:21]=23)[S:17][C:18]=1[CH3:19])([CH3:1])[CH2:3][NH2:4]. (6) The product is: [CH3:1][N:2]1[CH:6]=[CH:5][C:4]([S:7]([NH2:12])(=[O:9])=[O:8])=[N:3]1. Given the reactants [CH3:1][N:2]1[CH:6]=[CH:5][C:4]([S:7](Cl)(=[O:9])=[O:8])=[N:3]1.[OH-].[NH4+:12], predict the reaction product. (7) Given the reactants [F:1][C:2]1[CH:10]=[CH:9][C:8]([F:11])=[CH:7][C:3]=1[C:4](Cl)=[O:5].FC(F)(F)C1C=C(C=CC=1)C(Cl)=O.[NH2:25][C:26]1[C:31]2[C:32]([C:35]3[CH:36]=[C:37]([NH:41]C(=O)C4C=CC=C(C(F)(F)F)C=4)[CH:38]=[CH:39][CH:40]=3)=[CH:33][S:34][C:30]=2[C:29]([C:54]2[CH:55]=[N:56][CH:57]=[CH:58][CH:59]=2)=[CH:28][N:27]=1, predict the reaction product. The product is: [NH2:25][C:26]1[C:31]2[C:32]([C:35]3[CH:36]=[C:37]([NH:41][C:4](=[O:5])[C:3]4[CH:7]=[C:8]([F:11])[CH:9]=[CH:10][C:2]=4[F:1])[CH:38]=[CH:39][CH:40]=3)=[CH:33][S:34][C:30]=2[C:29]([C:54]2[CH:55]=[N:56][CH:57]=[CH:58][CH:59]=2)=[CH:28][N:27]=1. (8) Given the reactants [CH3:1][O:2][C:3]1[CH:8]=[CH:7][C:6]([C:9]2([C:22]([O:24]C)=O)[CH2:14][CH2:13][CH:12]([NH:15][CH2:16][CH2:17][S:18](=[O:21])(=[O:20])[NH2:19])[CH2:11][CH2:10]2)=[CH:5][CH:4]=1, predict the reaction product. The product is: [CH3:1][O:2][C:3]1[CH:8]=[CH:7][C:6]([C:9]23[CH2:14][CH2:13][CH:12]([CH2:11][CH2:10]2)[N:15]([CH2:16][CH2:17][S:18]([NH2:19])(=[O:20])=[O:21])[C:22]3=[O:24])=[CH:5][CH:4]=1. (9) The product is: [C:3]1([CH3:2])[CH:11]=[CH:10][C:6]([C:7]2[N:9]=[C:20]([Cl:19])[S:23][N:8]=2)=[CH:5][CH:4]=1. Given the reactants Cl.[CH3:2][C:3]1[CH:11]=[CH:10][C:6]([C:7]([NH2:9])=[NH:8])=[CH:5][CH:4]=1.C(N(CC)CC)C.[Cl:19][C:20]([SH:23])(Cl)Cl, predict the reaction product.